From a dataset of Full USPTO retrosynthesis dataset with 1.9M reactions from patents (1976-2016). Predict the reactants needed to synthesize the given product. (1) Given the product [Br:31][C:32]1[CH:37]=[CH:36][C:35]([NH:38][C:39]2[C:40]([CH:49]([OH:50])[CH2:29][O:28][CH2:26][CH3:27])=[CH:41][C:42]3[NH:46][CH:45]=[N:44][C:43]=3[C:47]=2[F:48])=[C:34]([Cl:51])[CH:33]=1, predict the reactants needed to synthesize it. The reactants are: C(OC[Li])C.C(C1C=CC(C2C=CC(C(C)(C)C)=CC=2)=CC=1)(C)(C)C.[CH2:26]([O:28][CH2:29]Cl)[CH3:27].[Br:31][C:32]1[CH:37]=[CH:36][C:35]([NH:38][C:39]2[C:40]([CH:49]=[O:50])=[CH:41][C:42]3[NH:46][CH:45]=[N:44][C:43]=3[C:47]=2[F:48])=[C:34]([Cl:51])[CH:33]=1. (2) Given the product [CH3:15][N:13]1[CH:14]=[C:10]([NH:9][C:6]2[N:5]=[C:4]([NH:16][CH:17]3[CH2:31][CH:20]4[CH2:21][NH:22][CH2:23][CH:19]4[CH2:18]3)[C:3]([C:1]#[N:2])=[CH:8][N:7]=2)[CH:11]=[N:12]1, predict the reactants needed to synthesize it. The reactants are: [C:1]([C:3]1[C:4]([NH:16][CH:17]2[CH2:31][CH:20]3[CH2:21][N:22](C(OC(C)(C)C)=O)[CH2:23][CH:19]3[CH2:18]2)=[N:5][C:6]([NH:9][C:10]2[CH:11]=[N:12][N:13]([CH3:15])[CH:14]=2)=[N:7][CH:8]=1)#[N:2].Cl.CCOC(C)=O.C([O-])(O)=O.[Na+]. (3) Given the product [C:28]([O:27][C:25]([N:15]([CH2:14][C:11]1[C:10]([CH2:22][O:23][CH3:24])=[C:9]([C:4]2[CH:3]=[C:2]([F:1])[CH:7]=[C:6]([F:8])[CH:5]=2)[NH:13][N:12]=1)[CH:16]1[CH2:21][CH2:20][O:19][CH2:18][CH2:17]1)=[O:26])([CH3:31])([CH3:30])[CH3:29], predict the reactants needed to synthesize it. The reactants are: [F:1][C:2]1[CH:3]=[C:4]([C:9]2[NH:13][N:12]=[C:11]([CH2:14][NH:15][CH:16]3[CH2:21][CH2:20][O:19][CH2:18][CH2:17]3)[C:10]=2[CH2:22][O:23][CH3:24])[CH:5]=[C:6]([F:8])[CH:7]=1.[C:25](O[C:25]([O:27][C:28]([CH3:31])([CH3:30])[CH3:29])=[O:26])([O:27][C:28]([CH3:31])([CH3:30])[CH3:29])=[O:26]. (4) Given the product [CH2:15]([O:22][C:23]1[C:24]([C:36]2[CH:37]=[CH:38][C:39]([F:42])=[CH:40][CH:41]=2)=[CH:25][C:26]([CH2:34][CH3:35])=[C:27]([CH:28]=1)[O:29][CH2:30][CH2:31][CH2:32][O:1][C:2]1[C:3]([CH2:12][CH2:13][CH3:14])=[C:4]([CH:9]=[CH:10][CH:11]=1)[C:5]([O:7][CH3:8])=[O:6])[C:16]1[CH:17]=[CH:18][CH:19]=[CH:20][CH:21]=1, predict the reactants needed to synthesize it. The reactants are: [OH:1][C:2]1[C:3]([CH2:12][CH2:13][CH3:14])=[C:4]([CH:9]=[CH:10][CH:11]=1)[C:5]([O:7][CH3:8])=[O:6].[CH2:15]([O:22][C:23]1[CH:28]=[C:27]([O:29][CH2:30][CH2:31][CH2:32]Cl)[C:26]([CH2:34][CH3:35])=[CH:25][C:24]=1[C:36]1[CH:41]=[CH:40][C:39]([F:42])=[CH:38][CH:37]=1)[C:16]1[CH:21]=[CH:20][CH:19]=[CH:18][CH:17]=1.C(=O)([O-])[O-].[K+].[K+].COC(C)(C)C.